From a dataset of Forward reaction prediction with 1.9M reactions from USPTO patents (1976-2016). Predict the product of the given reaction. (1) Given the reactants [O:1]1CCO[CH:2]1[CH2:6][CH2:7][S:8][CH2:9][CH2:10][CH2:11][CH2:12][OH:13], predict the reaction product. The product is: [OH:13][CH2:12][CH2:11][CH2:10][CH2:9][S:8][CH2:7][CH2:6][CH:2]=[O:1]. (2) Given the reactants Br[C:2]1[O:6][C:5]([CH:7]=[O:8])=[CH:4][CH:3]=1.[C:9]1(B(O)O)[CH:14]=[CH:13][CH:12]=[CH:11][CH:10]=1.C([O-])([O-])=O.[K+].[K+], predict the reaction product. The product is: [C:9]1([C:2]2[O:6][C:5]([CH:7]=[O:8])=[CH:4][CH:3]=2)[CH:14]=[CH:13][CH:12]=[CH:11][CH:10]=1. (3) Given the reactants [F:1][C:2]1[C:11]2[O:10][CH2:9][CH:8]=[CH:7][C:6]=2[C:5]([C:12]([NH2:14])=[O:13])=[CH:4][CH:3]=1.[N:15]([O-:17])=[O:16].[Na+].[I-].[K+], predict the reaction product. The product is: [F:1][C:2]1[C:11]2[O:10][CH:9]=[C:8]([N+:15]([O-:17])=[O:16])[CH2:7][C:6]=2[C:5]([C:12]([NH2:14])=[O:13])=[CH:4][CH:3]=1. (4) Given the reactants [OH:1][CH:2]([C:6]1[CH:11]=[CH:10][C:9]([C:12]2[N:16]=[C:15]([C:17]3[CH:18]=[N:19][N:20]([C:26]4[CH:31]=[CH:30][CH:29]=[CH:28][CH:27]=4)[C:21]=3[C:22]([F:25])([F:24])[F:23])[O:14][N:13]=2)=[CH:8][CH:7]=1)[C:3]([OH:5])=O.[NH2:32][CH2:33][CH2:34][OH:35].CN(C(ON1N=NC2C=CC=NC1=2)=[N+](C)C)C.F[P-](F)(F)(F)(F)F.CN1CCOCC1, predict the reaction product. The product is: [OH:1][CH:2]([C:6]1[CH:11]=[CH:10][C:9]([C:12]2[N:16]=[C:15]([C:17]3[CH:18]=[N:19][N:20]([C:26]4[CH:31]=[CH:30][CH:29]=[CH:28][CH:27]=4)[C:21]=3[C:22]([F:23])([F:24])[F:25])[O:14][N:13]=2)=[CH:8][CH:7]=1)[C:3]([NH:32][CH2:33][CH2:34][OH:35])=[O:5]. (5) Given the reactants [CH:1]1([C:4]2[CH:10]=[CH:9][C:7](N)=[C:6]([F:11])[CH:5]=2)[CH2:3][CH2:2]1.S(=O)(=O)(O)O.N([O-])=O.[Na+].[I-:21].[K+], predict the reaction product. The product is: [CH:1]1([C:4]2[CH:10]=[CH:9][C:7]([I:21])=[C:6]([F:11])[CH:5]=2)[CH2:3][CH2:2]1. (6) Given the reactants [NH2:1][C:2]1[CH:6]=[CH:5][N:4]([C:7]2[CH:12]=[CH:11][C:10]([Br:13])=[CH:9][CH:8]=2)[C:3]=1[C:14]([O:16][CH2:17][CH3:18])=[O:15].C(N(CC)CC)C.[C:26]1([CH2:32][C:33](Cl)=[O:34])[CH:31]=[CH:30][CH:29]=[CH:28][CH:27]=1, predict the reaction product. The product is: [Br:13][C:10]1[CH:9]=[CH:8][C:7]([N:4]2[CH:5]=[CH:6][C:2]([NH:1][C:33](=[O:34])[CH2:32][C:26]3[CH:31]=[CH:30][CH:29]=[CH:28][CH:27]=3)=[C:3]2[C:14]([O:16][CH2:17][CH3:18])=[O:15])=[CH:12][CH:11]=1.